From a dataset of Reaction yield outcomes from USPTO patents with 853,638 reactions. Predict the reaction yield, written as a fraction of the theoretical maximum amount of product (1.0 means a 100% yield; for example, 0.34 means a 34% yield). (1) The product is [C:1]([O:5][C:6]([N:8]([CH3:55])[C@@H:9]([CH3:54])[C:10]([NH:12][C@@H:13]([C:49]([CH3:53])([S:51][CH3:52])[CH3:50])[C:14]([N:16]1[C@H:25]([C:26]([N:28]([CH2:38][C:39]2[CH:40]=[CH:41][C:42]([C:43]([OH:45])=[O:44])=[CH:47][CH:48]=2)[C@@H:29]([C:31]2[CH:36]=[CH:35][CH:34]=[CH:33][C:32]=2[F:37])[CH3:30])=[O:27])[CH2:24][C:23]2[C:18](=[CH:19][CH:20]=[CH:21][CH:22]=2)[CH2:17]1)=[O:15])=[O:11])=[O:7])([CH3:4])([CH3:3])[CH3:2]. The catalyst is C1COCC1.CO. The reactants are [C:1]([O:5][C:6]([N:8]([CH3:55])[C@@H:9]([CH3:54])[C:10]([NH:12][C@@H:13]([C:49]([CH3:53])([S:51][CH3:52])[CH3:50])[C:14]([N:16]1[C@H:25]([C:26]([N:28]([CH2:38][C:39]2[CH:48]=[CH:47][C:42]([C:43]([O:45]C)=[O:44])=[CH:41][CH:40]=2)[C@@H:29]([C:31]2[CH:36]=[CH:35][CH:34]=[CH:33][C:32]=2[F:37])[CH3:30])=[O:27])[CH2:24][C:23]2[C:18](=[CH:19][CH:20]=[CH:21][CH:22]=2)[CH2:17]1)=[O:15])=[O:11])=[O:7])([CH3:4])([CH3:3])[CH3:2].[Li+].[OH-].Cl. The yield is 0.890. (2) The reactants are Cl[C:2]1[C:7]([C:8]([F:11])([F:10])[F:9])=[CH:6][N:5]=[C:4]([NH:12][C:13]2[CH:18]=[CH:17][C:16]([P:19]([CH3:22])([CH3:21])=[O:20])=[CH:15][CH:14]=2)[N:3]=1.Cl.[CH3:24][C:25]1[CH:26]=[C:27]([CH:29]=[C:30]([CH3:32])[CH:31]=1)[NH2:28]. The catalyst is C(O)C.CO. The product is [CH3:24][C:25]1[CH:26]=[C:27]([NH:28][C:2]2[C:7]([C:8]([F:11])([F:10])[F:9])=[CH:6][N:5]=[C:4]([NH:12][C:13]3[CH:18]=[CH:17][C:16]([P:19]([CH3:22])([CH3:21])=[O:20])=[CH:15][CH:14]=3)[N:3]=2)[CH:29]=[C:30]([CH3:32])[CH:31]=1. The yield is 0.650. (3) The catalyst is CO.[Pd]. The reactants are C(OC([N:11]1[CH2:16][CH2:15][CH2:14][C@H:13]([C:17](=[O:25])[NH:18][C:19]2[CH:24]=[CH:23][CH:22]=[CH:21][CH:20]=2)[CH2:12]1)=O)C1C=CC=CC=1.[H][H]. The yield is 0.990. The product is [C:19]1([NH:18][C:17]([CH:13]2[CH2:14][CH2:15][CH2:16][NH:11][CH2:12]2)=[O:25])[CH:20]=[CH:21][CH:22]=[CH:23][CH:24]=1. (4) The reactants are [OH:1]/[N:2]=[C:3](\Cl)/[CH:4]=[N:5]/O.S(Cl)(Cl)=O.[O:12]1[CH2:16][CH2:15][CH2:14][CH2:13]1. No catalyst specified. The product is [CH2:13]([O:12][CH:16]1[O:1][N:2]=[C:3]([C:4]#[N:5])[CH2:15]1)[CH3:14]. The yield is 0.305. (5) The reactants are [NH2:1][C:2]1[C:7]([CH3:8])=[N:6][C:5]([Br:9])=[CH:4][N:3]=1.[C:10](O[C:10]([O:12][C:13]([CH3:16])([CH3:15])[CH3:14])=[O:11])([O:12][C:13]([CH3:16])([CH3:15])[CH3:14])=[O:11].C([O-])([O-])=O.[K+].[K+]. The catalyst is C(#N)C.C1COCC1.CN(C1C=CN=CC=1)C. The product is [Br:9][C:5]1[N:6]=[C:7]([CH3:8])[C:2]([NH:1][C:10](=[O:11])[O:12][C:13]([CH3:16])([CH3:15])[CH3:14])=[N:3][CH:4]=1. The yield is 0.800. (6) The catalyst is CCOC(C)=O.[Pd]. The product is [NH2:1][C:4]1[CH:5]=[C:6]2[C:10](=[CH:11][CH:12]=1)[NH:9][C:8]([C:13]([O:15][CH2:16][CH3:17])=[O:14])=[CH:7]2. The reactants are [N+:1]([C:4]1[CH:5]=[C:6]2[C:10](=[CH:11][CH:12]=1)[NH:9][C:8]([C:13]([O:15][CH2:16][CH3:17])=[O:14])=[CH:7]2)([O-])=O. The yield is 0.960.